From a dataset of Catalyst prediction with 721,799 reactions and 888 catalyst types from USPTO. Predict which catalyst facilitates the given reaction. (1) Reactant: Br[C:2]1[CH:3]=[N:4][C:5]([NH:8][CH2:9][C@@H:10]2[CH2:15][CH2:14][CH2:13][CH2:12][N:11]2[C:16]([C:18]2[C:22]([C:23]3[CH:28]=[CH:27][C:26]([F:29])=[CH:25][CH:24]=3)=[CH:21][N:20]([CH3:30])[N:19]=2)=[O:17])=[N:6][CH:7]=1.[Cu][C:32]#[N:33]. Product: [F:29][C:26]1[CH:27]=[CH:28][C:23]([C:22]2[C:18]([C:16]([N:11]3[CH2:12][CH2:13][CH2:14][CH2:15][C@H:10]3[CH2:9][NH:8][C:5]3[N:4]=[CH:3][C:2]([C:32]#[N:33])=[CH:7][N:6]=3)=[O:17])=[N:19][N:20]([CH3:30])[CH:21]=2)=[CH:24][CH:25]=1. The catalyst class is: 264. (2) Reactant: Cl[C:2]1[CH:7]=[CH:6][C:5]([C:8]2[C:9]3[C:14]([C:15]([C:22]4[CH:27]=[C:26]([C:28]5[CH:33]=[CH:32][CH:31]=[CH:30][CH:29]=5)[CH:25]=[C:24]([C:34]5[CH:39]=[CH:38][CH:37]=[CH:36][CH:35]=5)[CH:23]=4)=[C:16]4[C:21]=2[CH:20]=[CH:19][CH:18]=[CH:17]4)=[CH:13][CH:12]=[CH:11][CH:10]=3)=[CH:4][CH:3]=1.[C:40]1([NH:46][C:47]2[CH:52]=[CH:51][CH:50]=[CH:49][CH:48]=2)[CH:45]=[CH:44][CH:43]=[CH:42][CH:41]=1.C(P(C(C)(C)C)C(C)(C)C)(C)(C)C.CC(C)([O-])C.[Na+]. Product: [C:47]1([N:46]([C:40]2[CH:41]=[CH:42][CH:43]=[CH:44][CH:45]=2)[C:2]2[CH:7]=[CH:6][C:5]([C:8]3[C:9]4[C:14]([C:15]([C:22]5[CH:27]=[C:26]([C:28]6[CH:33]=[CH:32][CH:31]=[CH:30][CH:29]=6)[CH:25]=[C:24]([C:34]6[CH:39]=[CH:38][CH:37]=[CH:36][CH:35]=6)[CH:23]=5)=[C:16]5[C:21]=3[CH:20]=[CH:19][CH:18]=[CH:17]5)=[CH:13][CH:12]=[CH:11][CH:10]=4)=[CH:4][CH:3]=2)[CH:48]=[CH:49][CH:50]=[CH:51][CH:52]=1. The catalyst class is: 101. (3) Reactant: [CH3:1][S:2](Cl)(=[O:4])=[O:3].[OH:6][CH2:7][CH:8]1[CH2:12][CH2:11][N:10]([C:13]([O:15][C:16]([CH3:19])([CH3:18])[CH3:17])=[O:14])[CH2:9]1. Product: [CH3:1][S:2]([O:6][CH2:7][CH:8]1[CH2:12][CH2:11][N:10]([C:13]([O:15][C:16]([CH3:19])([CH3:18])[CH3:17])=[O:14])[CH2:9]1)(=[O:4])=[O:3]. The catalyst class is: 119.